Dataset: Reaction yield outcomes from USPTO patents with 853,638 reactions. Task: Predict the reaction yield, written as a fraction of the theoretical maximum amount of product (1.0 means a 100% yield; for example, 0.34 means a 34% yield). (1) The reactants are C(OC([N:8]1[CH2:19][C:18]2[N:17]=[C:16]3[C:12]([C:13]([NH2:23])=[C:14]([C:20](=[O:22])[NH2:21])[S:15]3)=[C:11]([C:24]3[S:25][CH:26]=[CH:27][CH:28]=3)[C:10]=2[CH2:9]1)=O)(C)(C)C.C([Cl:32])(=O)C. The catalyst is CO. The product is [ClH:32].[NH2:23][C:13]1[C:12]2[C:16](=[N:17][C:18]3[CH2:19][NH:8][CH2:9][C:10]=3[C:11]=2[C:24]2[S:25][CH:26]=[CH:27][CH:28]=2)[S:15][C:14]=1[C:20]([NH2:21])=[O:22]. The yield is 0.930. (2) The reactants are C(OC([N:8]1[CH2:13][CH2:12][N:11]([CH2:14][C:15]([N:17]2[C:25]3[C:20](=[CH:21][CH:22]=[C:23]([S:26](=[O:30])(=[O:29])[NH:27][CH3:28])[CH:24]=3)[CH2:19][CH2:18]2)=[O:16])[CH2:10][C@H:9]1[CH3:31])=O)(C)(C)C. The catalyst is C(O)(C(F)(F)F)=O. The product is [CH3:28][NH:27][S:26]([C:23]1[CH:24]=[C:25]2[C:20]([CH2:19][CH2:18][N:17]2[C:15](=[O:16])[CH2:14][N:11]2[CH2:12][CH2:13][NH:8][C@H:9]([CH3:31])[CH2:10]2)=[CH:21][CH:22]=1)(=[O:29])=[O:30]. The yield is 0.930. (3) The yield is 0.971. No catalyst specified. The product is [As:15](=[O:16])([OH:19])([OH:18])[OH:17].[C:20]([C@@:5]([CH2:6][C:7](=[O:8])[O-:9])([CH2:10][N+:11]([CH3:12])([CH3:13])[CH3:14])[OH:4])(=[O:22])[CH3:21]. The reactants are CC([O:4][C@@H:5]([CH2:10][N+:11]([CH3:14])([CH3:13])[CH3:12])[CH2:6][C:7]([O-:9])=[O:8])=O.[As:15](=[O:19])([O-:18])([O-:17])[O-:16].[CH2:20]([OH:22])[CH3:21]. (4) The yield is 0.800. The product is [CH2:1]([C:3]1[CH:12]=[CH:11][C:10]2[C:5](=[CH:6][CH:7]=[CH:8][C:9]=2[N:13]=[CH:24][C:23]([C:26]([F:27])([F:29])[F:28])([OH:30])[CH2:22][C:21]([C:19]2[CH:20]=[C:15]([F:14])[CH:16]=[CH:17][C:18]=2[O:33][CH3:34])([CH3:31])[CH3:32])[N:4]=1)[CH3:2]. The reactants are [CH2:1]([C:3]1[CH:12]=[CH:11][C:10]2[C:5](=[CH:6][CH:7]=[CH:8][C:9]=2[NH2:13])[N:4]=1)[CH3:2].[F:14][C:15]1[CH:16]=[CH:17][C:18]([O:33][CH3:34])=[C:19]([C:21]([CH3:32])([CH3:31])[CH2:22][C:23]([OH:30])([C:26]([F:29])([F:28])[F:27])[CH:24]=O)[CH:20]=1. The catalyst is C(O)(=O)C.C1(C)C=CC=CC=1. (5) The reactants are [F:1][CH2:2][CH2:3][NH2:4].[C:5]([C:8]1[C:9]([C:29]([F:32])([F:31])[F:30])=[N:10][N:11]([CH2:13][C:14]([NH:16][C:17]2[S:21][C:20]3[CH2:22][CH2:23][CH2:24][CH2:25][C:19]=3[C:18]=2[C:26]([NH2:28])=[O:27])=[O:15])[CH:12]=1)(=O)[CH3:6].C([BH3-])#N.[Na+]. The catalyst is CO.CC(O)=O. The product is [F:1][CH2:2][CH2:3][NH:4][CH:5]([C:8]1[C:9]([C:29]([F:31])([F:32])[F:30])=[N:10][N:11]([CH2:13][C:14]([NH:16][C:17]2[S:21][C:20]3[CH2:22][CH2:23][CH2:24][CH2:25][C:19]=3[C:18]=2[C:26]([NH2:28])=[O:27])=[O:15])[CH:12]=1)[CH3:6]. The yield is 0.0500. (6) The reactants are [CH2:1]([C:3]1([CH2:16][C:17](O)=O)[C:8]2[NH:9][C:10]3[C:15]([C:7]=2[CH2:6][CH2:5][O:4]1)=[CH:14][CH:13]=[CH:12][CH:11]=3)[CH3:2].[H-].[Al+3].[Li+].[H-].[H-].[H-].[O:26]1CCCC1. No catalyst specified. The product is [CH2:1]([C:3]1([CH:16]([OH:26])[CH3:17])[C:8]2[NH:9][C:10]3[C:15]([C:7]=2[CH2:6][CH2:5][O:4]1)=[CH:14][CH:13]=[CH:12][CH:11]=3)[CH3:2]. The yield is 0.790. (7) The reactants are Cl.Cl[CH2:3][C:4]1[C:16]2[NH:15][C:14]3[C:9](=[CH:10][CH:11]=[CH:12][CH:13]=3)[C:8]=2[CH2:7][CH2:6][N:5]=1.[NH:17]1[CH2:22][CH2:21][O:20][CH2:19][CH2:18]1.[BH4-].[Na+].[OH-].[Na+]. The catalyst is CO. The product is [N:17]1([CH2:3][CH:4]2[C:16]3[NH:15][C:14]4[C:9](=[CH:10][CH:11]=[CH:12][CH:13]=4)[C:8]=3[CH2:7][CH2:6][NH:5]2)[CH2:22][CH2:21][O:20][CH2:19][CH2:18]1. The yield is 0.830.